This data is from Full USPTO retrosynthesis dataset with 1.9M reactions from patents (1976-2016). The task is: Predict the reactants needed to synthesize the given product. (1) Given the product [Br:1][C:2]1[CH:3]=[C:4]([NH:5][C:13]2[N:18]=[C:17]([C:19]([F:22])([F:21])[F:20])[CH:16]=[CH:15][N:14]=2)[CH:6]=[C:7]([N+:9]([O-:11])=[O:10])[CH:8]=1, predict the reactants needed to synthesize it. The reactants are: [Br:1][C:2]1[CH:3]=[C:4]([CH:6]=[C:7]([N+:9]([O-:11])=[O:10])[CH:8]=1)[NH2:5].Cl[C:13]1[N:18]=[C:17]([C:19]([F:22])([F:21])[F:20])[CH:16]=[CH:15][N:14]=1. (2) Given the product [CH:30]1([O:29][C:8]2[NH:7][C:15]3[C:14](=[O:16])[N:13]([CH2:17][CH2:18][CH2:19][O:20][CH:21]4[CH2:26][CH2:25][CH2:24][CH2:23][O:22]4)[C:12](=[O:27])[N:11]([CH3:28])[C:10]=3[N:9]=2)[CH2:31][CH2:32][CH2:33][CH2:34]1, predict the reactants needed to synthesize it. The reactants are: ClC1C=CC(C[N:7]2[C:15]3[C:14](=[O:16])[N:13]([CH2:17][CH2:18][CH2:19][O:20][CH:21]4[CH2:26][CH2:25][CH2:24][CH2:23][O:22]4)[C:12](=[O:27])[N:11]([CH3:28])[C:10]=3[N:9]=[C:8]2[O:29][CH:30]2[CH2:34][CH2:33][CH2:32][CH2:31]2)=CC=1.C([O-])=O.[NH4+]. (3) Given the product [Br:1][C:2]1[CH:3]=[N:4][N:5]([CH:18]2[CH2:23][CH2:22][O:21][CH2:20][CH2:19]2)[CH:6]=1, predict the reactants needed to synthesize it. The reactants are: [Br:1][C:2]1[CH:3]=[N:4][NH:5][CH:6]=1.C([O-])([O-])=O.[Cs+].[Cs+].CS(O[CH:18]1[CH2:23][CH2:22][O:21][CH2:20][CH2:19]1)(=O)=O. (4) Given the product [CH3:1][C:2]1[N:6]([CH2:7][C:8]([O:10][CH2:11][CH3:12])=[O:9])[C:5]([C:13]2[CH:14]=[CH:15][CH:16]=[CH:17][CH:18]=2)=[C:4]([C:19]2[CH:20]=[CH:21][CH:22]=[CH:23][CH:24]=2)[C:3]=1[CH2:55][C:54]1[CH:57]=[CH:58][CH:59]=[CH:60][C:53]=1[S:50]([C:44]1[CH:49]=[CH:48][CH:47]=[CH:46][CH:45]=1)(=[O:52])=[O:51], predict the reactants needed to synthesize it. The reactants are: [CH3:1][C:2]1[N:6]([CH2:7][C:8]([O:10][CH2:11][CH3:12])=[O:9])[C:5]([C:13]2[CH:18]=[CH:17][CH:16]=[CH:15][CH:14]=2)=[C:4]([C:19]2[CH:24]=[CH:23][CH:22]=[CH:21][CH:20]=2)[CH:3]=1.FC(F)(F)S(O[Si](C)(C)C)(=O)=O.C([SiH](CC)CC)C.[C:44]1([S:50]([C:53]2[CH:60]=[CH:59][CH:58]=[CH:57][C:54]=2[CH:55]=O)(=[O:52])=[O:51])[CH:49]=[CH:48][CH:47]=[CH:46][CH:45]=1. (5) The reactants are: [Cl:1][C:2]1[CH:10]=[C:9]([CH:11]([O:14][CH2:15][C:16]2([C:29]3[CH:34]=[CH:33][C:32]([F:35])=[CH:31][CH:30]=3)[CH2:21][CH2:20][N:19]([C:22]([O:24][C:25]([CH3:28])([CH3:27])[CH3:26])=[O:23])[CH2:18][CH2:17]2)[CH2:12]O)[C:8]2[C:4](=[CH:5][N:6]([CH2:36][O:37][CH2:38][CH2:39][Si:40]([CH3:43])([CH3:42])[CH3:41])[N:7]=2)[CH:3]=1.C(#N)C.C(N(C(C)C)CC)(C)C.F.F.F.C(N(C(C)C)CC)(C)C.[F:68]C(F)(S(F)(=O)=O)C(F)(F)C(F)(F)C(F)(F)F.C([O-])(O)=O.[Na+]. Given the product [Cl:1][C:2]1[CH:10]=[C:9]([CH:11]([O:14][CH2:15][C:16]2([C:29]3[CH:34]=[CH:33][C:32]([F:35])=[CH:31][CH:30]=3)[CH2:21][CH2:20][N:19]([C:22]([O:24][C:25]([CH3:26])([CH3:27])[CH3:28])=[O:23])[CH2:18][CH2:17]2)[CH2:12][F:68])[C:8]2[C:4](=[CH:5][N:6]([CH2:36][O:37][CH2:38][CH2:39][Si:40]([CH3:42])([CH3:43])[CH3:41])[N:7]=2)[CH:3]=1, predict the reactants needed to synthesize it. (6) Given the product [CH3:1][O:2][C:3]1[CH:4]=[C:5]([C:11]2[CH2:15][CH2:14][N:13]([C:32](=[O:33])[CH2:31][C:25]3[CH:30]=[CH:29][CH:28]=[CH:27][CH:26]=3)[N:12]=2)[CH:6]=[CH:7][C:8]=1[O:9][CH3:10], predict the reactants needed to synthesize it. The reactants are: [CH3:1][O:2][C:3]1[CH:4]=[C:5]([C:11]2[CH2:15][CH2:14][NH:13][N:12]=2)[CH:6]=[CH:7][C:8]=1[O:9][CH3:10].CCN(C(C)C)C(C)C.[C:25]1([CH2:31][C:32](Cl)=[O:33])[CH:30]=[CH:29][CH:28]=[CH:27][CH:26]=1. (7) Given the product [O:1]1[CH:5]=[CH:4][CH:3]=[C:2]1[C:6]1[CH:7]=[CH:8][C:9]([C:12]([N:14]([CH2:18][C:19]2[CH:35]=[CH:34][CH:33]=[CH:32][C:20]=2[O:21][CH2:22][CH2:23][CH2:24][CH2:25][CH2:26][C:27]([OH:29])=[O:28])[CH:15]([CH3:17])[CH3:16])=[O:13])=[N:10][CH:11]=1, predict the reactants needed to synthesize it. The reactants are: [O:1]1[CH:5]=[CH:4][CH:3]=[C:2]1[C:6]1[CH:7]=[CH:8][C:9]([C:12]([N:14]([CH2:18][C:19]2[CH:35]=[CH:34][CH:33]=[CH:32][C:20]=2[O:21][CH2:22][CH2:23][CH2:24][CH2:25][CH2:26][C:27]([O:29]CC)=[O:28])[CH:15]([CH3:17])[CH3:16])=[O:13])=[N:10][CH:11]=1.O.[OH-].[Li+]. (8) Given the product [CH3:28][C:23]1([CH3:29])[C:24]([CH3:27])([CH3:26])[O:25][B:21]([C:2]2[CH:3]=[C:4]([CH:18]=[CH:19][CH:20]=2)[O:5][CH:6]2[CH2:10][CH2:9][N:8]([C:11]([O:13][C:14]([CH3:17])([CH3:16])[CH3:15])=[O:12])[CH2:7]2)[O:22]1, predict the reactants needed to synthesize it. The reactants are: Br[C:2]1[CH:3]=[C:4]([CH:18]=[CH:19][CH:20]=1)[O:5][CH:6]1[CH2:10][CH2:9][N:8]([C:11]([O:13][C:14]([CH3:17])([CH3:16])[CH3:15])=[O:12])[CH2:7]1.[B:21]1([B:21]2[O:25][C:24]([CH3:27])([CH3:26])[C:23]([CH3:29])([CH3:28])[O:22]2)[O:25][C:24]([CH3:27])([CH3:26])[C:23]([CH3:29])([CH3:28])[O:22]1.C([O-])(=O)C.[K+]. (9) Given the product [OH:4][C:5]1[CH:10]=[CH:9][C:8]([CH2:11][CH2:12][C:13]([O:15][CH2:16][CH3:17])=[O:14])=[C:7]([O:18][C:19]2[CH:24]=[CH:23][C:22]([C:25]([F:28])([F:26])[F:27])=[CH:21][N:20]=2)[CH:6]=1, predict the reactants needed to synthesize it. The reactants are: COC[O:4][C:5]1[CH:10]=[CH:9][C:8]([CH2:11][CH2:12][C:13]([O:15][CH2:16][CH3:17])=[O:14])=[C:7]([O:18][C:19]2[CH:24]=[CH:23][C:22]([C:25]([F:28])([F:27])[F:26])=[CH:21][N:20]=2)[CH:6]=1.Cl.[OH-].[Na+].